Dataset: Full USPTO retrosynthesis dataset with 1.9M reactions from patents (1976-2016). Task: Predict the reactants needed to synthesize the given product. Given the product [F:1][C:2]1[C:3]([NH:10][C:11]2[C:16]([C:17]3[N:25]=[CH:24][N:23]=[C:22]4[C:18]=3[N:19]=[CH:20][N:21]4[CH:26]3[CH2:31][CH2:30][CH2:29][CH2:28][O:27]3)=[CH:15][CH:14]=[CH:13][N:12]=2)=[C:4]([F:9])[CH:5]=[CH:6][C:7]=1[NH:8][S:42]([C:38]1[CH:37]=[C:36]2[C:41](=[CH:40][CH:39]=1)[N:33]([CH3:32])[CH:34]=[CH:35]2)(=[O:43])=[O:44], predict the reactants needed to synthesize it. The reactants are: [F:1][C:2]1[C:7]([NH2:8])=[CH:6][CH:5]=[C:4]([F:9])[C:3]=1[NH:10][C:11]1[C:16]([C:17]2[N:25]=[CH:24][N:23]=[C:22]3[C:18]=2[N:19]=[CH:20][N:21]3[CH:26]2[CH2:31][CH2:30][CH2:29][CH2:28][O:27]2)=[CH:15][CH:14]=[CH:13][N:12]=1.[CH3:32][N:33]1[C:41]2[C:36](=[CH:37][C:38]([S:42](Cl)(=[O:44])=[O:43])=[CH:39][CH:40]=2)[CH:35]=[CH:34]1.N1C=CC=CC=1.